This data is from Reaction yield outcomes from USPTO patents with 853,638 reactions. The task is: Predict the reaction yield, written as a fraction of the theoretical maximum amount of product (1.0 means a 100% yield; for example, 0.34 means a 34% yield). (1) The reactants are [F:1][C:2]1[CH:3]=[CH:4][C:5]([NH:8][NH2:9])=[N:6][CH:7]=1.[C:10](OC(OCC)OCC)(=O)C. The catalyst is C1CCCCC1. The product is [F:1][C:2]1[CH:3]=[CH:4][C:5]2[N:6]([CH:10]=[N:9][N:8]=2)[CH:7]=1. The yield is 0.700. (2) The reactants are [NH:1]1[C:5]2[CH:6]=[CH:7][C:8]([C:10]([OH:12])=O)=[CH:9][C:4]=2[N:3]=[CH:2]1.[CH3:13][O:14][C:15]1[C:20]2[C@H:21]3[C@H:26]([CH2:27][CH2:28][C:19]=2[CH:18]=[CH:17][CH:16]=1)[NH:25][CH2:24][CH2:23][CH2:22]3. No catalyst specified. The product is [NH:1]1[C:5]2[CH:6]=[CH:7][C:8]([C:10]([N:25]3[C@@H:26]4[C@H:21]([C:20]5[C:15]([O:14][CH3:13])=[CH:16][CH:17]=[CH:18][C:19]=5[CH2:28][CH2:27]4)[CH2:22][CH2:23][CH2:24]3)=[O:12])=[CH:9][C:4]=2[N:3]=[CH:2]1. The yield is 0.510. (3) The reactants are [CH3:1][O:2][C:3](=[O:17])[C:4]1[CH:9]=[C:8]([S:10]([CH2:13][CH2:14][CH3:15])(=[O:12])=[O:11])[N:7]=[C:6](Cl)[CH:5]=1.C1(P(C2C=CC=CC=2)C2C=CC3C(=CC=CC=3)C=2C2C3C(=CC=CC=3)C=CC=2P(C2C=CC=CC=2)C2C=CC=CC=2)C=CC=CC=1.C(=O)([O-])[O-].[Cs+].[Cs+].[C@@H:70]([NH2:74])([CH2:72][CH3:73])[CH3:71]. The catalyst is C([O-])(=O)C.[Pd+2].C([O-])(=O)C.C1(C)C=CC=CC=1. The product is [CH3:1][O:2][C:3](=[O:17])[C:4]1[CH:9]=[C:8]([S:10]([CH2:13][CH2:14][CH3:15])(=[O:12])=[O:11])[N:7]=[C:6]([NH:74][C@H:70]([CH2:72][CH3:73])[CH3:71])[CH:5]=1. The yield is 0.810. (4) The reactants are [CH:1]([O:4][C:5]([N:7]1[CH:12]([CH2:13][CH3:14])[CH2:11][CH:10]([N:15]([C:28]2[N:33]=[CH:32][C:31](Br)=[CH:30][N:29]=2)[CH2:16][C:17]2[CH:22]=[C:21]([C:23]([F:26])([F:25])[F:24])[CH:20]=[C:19]([Cl:27])[CH:18]=2)[CH2:9][CH:8]1[CH2:35][CH3:36])=[O:6])([CH3:3])[CH3:2].[O:37]1[CH2:41][CH2:40][NH:39][C:38]1=[O:42].[C@@H]1(N)CCCC[C@H]1N.C(=O)([O-])[O-].[K+].[K+].N. The catalyst is O1CCOCC1.[Cu](I)I. The product is [CH:1]([O:4][C:5]([N:7]1[CH:12]([CH2:13][CH3:14])[CH2:11][CH:10]([N:15]([CH2:16][C:17]2[CH:22]=[C:21]([C:23]([F:26])([F:25])[F:24])[CH:20]=[C:19]([Cl:27])[CH:18]=2)[C:28]2[N:33]=[CH:32][C:31]([N:39]3[CH2:40][CH2:41][O:37][C:38]3=[O:42])=[CH:30][N:29]=2)[CH2:9][CH:8]1[CH2:35][CH3:36])=[O:6])([CH3:3])[CH3:2]. The yield is 0.870. (5) The reactants are [CH2:1]([N:9]1[CH:13]=[C:12]([C:14]2[C:22]3[C:17](=[N:18][CH:19]=[C:20]([C:23]4[CH:24]=[C:25]([CH:40]=[CH:41][CH:42]=4)[CH2:26][CH:27]4[CH2:32][CH2:31][N:30](C(OC(C)(C)C)=O)[CH2:29][CH2:28]4)[CH:21]=3)[NH:16][CH:15]=2)[CH:11]=[N:10]1)[CH2:2][C:3]1[CH:8]=[CH:7][CH:6]=[CH:5][CH:4]=1. The catalyst is Cl.CO. The product is [CH2:1]([N:9]1[CH:13]=[C:12]([C:14]2[C:22]3[C:17](=[N:18][CH:19]=[C:20]([C:23]4[CH:42]=[CH:41][CH:40]=[C:25]([CH2:26][CH:27]5[CH2:32][CH2:31][NH:30][CH2:29][CH2:28]5)[CH:24]=4)[CH:21]=3)[NH:16][CH:15]=2)[CH:11]=[N:10]1)[CH2:2][C:3]1[CH:4]=[CH:5][CH:6]=[CH:7][CH:8]=1. The yield is 0.324. (6) The reactants are [Cl:1][C:2]1[CH:3]=[N:4][N:5]([CH3:17])[C:6]=1[C:7]1[C:8]([CH3:16])=[C:9]([CH:13]=[CH:14][CH:15]=1)[C:10]([O-:12])=O.[OH-].[Na+].Cl.C(N(CC)CC)C.Cl.[NH2:29][CH2:30][C:31]1[C:32](=[O:39])[NH:33][C:34]([CH3:38])=[CH:35][C:36]=1[CH3:37].F[P-](F)(F)(F)(F)F.N1(OC(N(C)C)=[N+](C)C)C2N=CC=CC=2N=N1. The catalyst is CO.O. The product is [Cl:1][C:2]1[CH:3]=[N:4][N:5]([CH3:17])[C:6]=1[C:7]1[C:8]([CH3:16])=[C:9]([CH:13]=[CH:14][CH:15]=1)[C:10]([NH:29][CH2:30][C:31]1[C:32](=[O:39])[NH:33][C:34]([CH3:38])=[CH:35][C:36]=1[CH3:37])=[O:12]. The yield is 0.350. (7) The reactants are [Cl:1][C:2]1[CH:9]=[CH:8][CH:7]=[C:6]([N:10]2[CH2:15][CH2:14][O:13][CH2:12][CH2:11]2)[C:3]=1[CH:4]=O.[N:16]1([C:22]([O:24][C:25]([CH3:28])([CH3:27])[CH3:26])=[O:23])[CH2:21][CH2:20][NH:19][CH2:18][CH2:17]1.C(O[BH-](OC(=O)C)OC(=O)C)(=O)C.[Na+]. The catalyst is ClCCCl. The product is [Cl:1][C:2]1[CH:9]=[CH:8][CH:7]=[C:6]([N:10]2[CH2:15][CH2:14][O:13][CH2:12][CH2:11]2)[C:3]=1[CH2:4][N:19]1[CH2:18][CH2:17][N:16]([C:22]([O:24][C:25]([CH3:28])([CH3:27])[CH3:26])=[O:23])[CH2:21][CH2:20]1. The yield is 0.770. (8) The reactants are Br[C:2]1[C:11]([F:12])=[C:10]2[C:5]([C:6]([N:13]3[CH2:18][CH2:17][N:16]([C:19]([O:21][C:22]([CH3:25])([CH3:24])[CH3:23])=[O:20])[CH2:15][CH2:14]3)=[N:7][CH:8]=[N:9]2)=[CH:4][C:3]=1[Cl:26].[F:27][C:28]1[CH:33]=[CH:32][CH:31]=[C:30]([O:34][CH3:35])[C:29]=1B(O)O.C([O-])([O-])=O.[Na+].[Na+]. The catalyst is O1CCOCC1.O.C1C=CC([P]([Pd]([P](C2C=CC=CC=2)(C2C=CC=CC=2)C2C=CC=CC=2)([P](C2C=CC=CC=2)(C2C=CC=CC=2)C2C=CC=CC=2)[P](C2C=CC=CC=2)(C2C=CC=CC=2)C2C=CC=CC=2)(C2C=CC=CC=2)C2C=CC=CC=2)=CC=1. The product is [C:22]([O:21][C:19]([N:16]1[CH2:17][CH2:18][N:13]([C:6]2[C:5]3[C:10](=[C:11]([F:12])[C:2]([C:29]4[C:30]([O:34][CH3:35])=[CH:31][CH:32]=[CH:33][C:28]=4[F:27])=[C:3]([Cl:26])[CH:4]=3)[N:9]=[CH:8][N:7]=2)[CH2:14][CH2:15]1)=[O:20])([CH3:25])([CH3:24])[CH3:23]. The yield is 0.920.